This data is from HIV replication inhibition screening data with 41,000+ compounds from the AIDS Antiviral Screen. The task is: Binary Classification. Given a drug SMILES string, predict its activity (active/inactive) in a high-throughput screening assay against a specified biological target. (1) The molecule is CC12C(=O)OC(=O)C1(C)C1CCC2O1. The result is 0 (inactive). (2) The compound is CN1C(=O)CC(c2cccc(C3CC(=O)N(C)C3=O)n2)C1=O. The result is 0 (inactive). (3) The molecule is Cc1cn(C2CC(O)C(COC(=O)CCCCCCCCCCCN=[N+]=[NH2+])O2)c(=O)[nH]c1=O. The result is 1 (active). (4) The compound is COc1ccc(C=NNC(=O)CSc2nc(-c3ccccc3)c(-c3ccccc3)[nH]2)cc1OC. The result is 0 (inactive). (5) The molecule is COc1cc(C(=O)N2CC(O)CC2C(=O)O)cc(OC)c1OC. The result is 0 (inactive). (6) The molecule is CC1CC2C3CCC4=CC(=O)C=CC4(C)C3(F)C(O)CC2(C)C1O. The result is 0 (inactive). (7) The drug is Cc1ccc(S(=O)(=O)C2=c3ncccc3=C3C(=O)c4ccccc4C(=O)C32)cc1. The result is 0 (inactive). (8) The drug is N#CCCN(CCC#N)c1ccc(C(=O)NN)cc1. The result is 0 (inactive). (9) The molecule is CC(C)(C)C1=CC(=Nc2c([N+](=O)[O-])cc([N+](=O)[O-])cc2[N+](=O)[O-])C=C(C(C)(C)C)C1=O. The result is 0 (inactive).